This data is from Merck oncology drug combination screen with 23,052 pairs across 39 cell lines. The task is: Regression. Given two drug SMILES strings and cell line genomic features, predict the synergy score measuring deviation from expected non-interaction effect. (1) Drug 1: CCC1(O)CC2CN(CCc3c([nH]c4ccccc34)C(C(=O)OC)(c3cc4c(cc3OC)N(C)C3C(O)(C(=O)OC)C(OC(C)=O)C5(CC)C=CCN6CCC43C65)C2)C1. Drug 2: CCc1cnn2c(NCc3ccc[n+]([O-])c3)cc(N3CCCCC3CCO)nc12. Cell line: ZR751. Synergy scores: synergy=-30.9. (2) Drug 1: N#Cc1ccc(Cn2cncc2CN2CCN(c3cccc(Cl)c3)C(=O)C2)cc1. Drug 2: CC1(c2nc3c(C(N)=O)cccc3[nH]2)CCCN1. Cell line: CAOV3. Synergy scores: synergy=29.6. (3) Drug 1: CN(C)C(=N)N=C(N)N. Drug 2: NC1(c2ccc(-c3nc4ccn5c(=O)[nH]nc5c4cc3-c3ccccc3)cc2)CCC1. Cell line: A427. Synergy scores: synergy=1.47.